Dataset: Full USPTO retrosynthesis dataset with 1.9M reactions from patents (1976-2016). Task: Predict the reactants needed to synthesize the given product. Given the product [CH2:13]([O:8][C:5]1[CH:4]=[C:3]([C:2]([Br:1])=[CH:7][N:6]=1)[C:9]([O:11][CH3:12])=[O:10])[C:14]1[CH:19]=[CH:18][CH:17]=[CH:16][CH:15]=1, predict the reactants needed to synthesize it. The reactants are: [Br:1][C:2]1[C:3]([C:9]([O:11][CH3:12])=[O:10])=[CH:4][C:5](=[O:8])[NH:6][CH:7]=1.[CH2:13](Br)[C:14]1[CH:19]=[CH:18][CH:17]=[CH:16][CH:15]=1.